This data is from NCI-60 drug combinations with 297,098 pairs across 59 cell lines. The task is: Regression. Given two drug SMILES strings and cell line genomic features, predict the synergy score measuring deviation from expected non-interaction effect. Drug 1: CNC(=O)C1=CC=CC=C1SC2=CC3=C(C=C2)C(=NN3)C=CC4=CC=CC=N4. Drug 2: C1C(C(OC1N2C=C(C(=O)NC2=O)F)CO)O. Cell line: NCI-H226. Synergy scores: CSS=-1.39, Synergy_ZIP=-0.411, Synergy_Bliss=-2.39, Synergy_Loewe=-4.90, Synergy_HSA=-4.06.